This data is from Reaction yield outcomes from USPTO patents with 853,638 reactions. The task is: Predict the reaction yield, written as a fraction of the theoretical maximum amount of product (1.0 means a 100% yield; for example, 0.34 means a 34% yield). (1) The reactants are [C:1]([C:4]1[CH:11]=[CH:10][C:7]([C:8]#[N:9])=[CH:6][CH:5]=1)(=O)[CH3:2].C([O-])=O.[NH4+:15].C(O)(=O)C. The catalyst is CO. The product is [NH2:15][CH:1]([C:4]1[CH:11]=[CH:10][C:7]([C:8]#[N:9])=[CH:6][CH:5]=1)[CH3:2]. The yield is 0.910. (2) The reactants are [H-].[Na+].[C:3]([O:11][CH2:12][CH3:13])(=[O:10])[CH2:4][C:5]([O:7][CH2:8][CH3:9])=[O:6].F[C:15]1[C:22]([F:23])=[C:21]([F:24])[CH:20]=[CH:19][C:16]=1[C:17]#[N:18]. The catalyst is C1COCC1.Cl. The product is [CH2:12]([O:11][C:3](=[O:10])[CH:4]([C:15]1[C:16]([C:17]#[N:18])=[CH:19][CH:20]=[C:21]([F:24])[C:22]=1[F:23])[C:5]([O:7][CH2:8][CH3:9])=[O:6])[CH3:13]. The yield is 0.980. (3) The reactants are [C:1]([O:5][C:6](=[O:9])[NH:7][NH2:8])([CH3:4])([CH3:3])[CH3:2].C(=O)([O-])[O-].[K+].[K+].Br.Br[CH2:18][C:19]#[C:20][C:21]1[CH:22]=[N:23][CH:24]=[CH:25][CH:26]=1. The catalyst is CN(C=O)C.C(OCC)C. The product is [C:1]([O:5][C:6]([NH:7][NH:8][CH2:18][C:19]#[C:20][C:21]1[CH:22]=[N:23][CH:24]=[CH:25][CH:26]=1)=[O:9])([CH3:4])([CH3:3])[CH3:2]. The yield is 0.520. (4) The reactants are [Si]([O:8][C@H:9]1[CH2:14][CH2:13][C@H:12]([N:15]2[C:20](=[O:21])[C:19]([CH2:22][C:23]3[CH:28]=[CH:27][C:26]([C:29]4[C:30]([C:35]#[N:36])=[CH:31][CH:32]=[CH:33][CH:34]=4)=[CH:25][CH:24]=3)=[C:18]([CH2:37][CH2:38][CH3:39])[N:17]3[N:40]=[CH:41][C:42]([F:43])=[C:16]23)[CH2:11][CH2:10]1)(C(C)(C)C)(C)C.[F-].C([N+](CCCC)(CCCC)CCCC)CCC.[C:62]([O:65][CH2:66][CH3:67])(=[O:64])[CH3:63].[Cl-].[NH4+]. The catalyst is O1CCCC1. The product is [C:35]([C:30]1[CH:31]=[CH:32][CH:33]=[CH:34][C:29]=1[C:26]1[CH:27]=[CH:28][C:23]([CH2:22][C:19]2[C:20](=[O:21])[N:15]([C@H:12]3[CH2:11][CH2:10][C@H:9]([O:8][CH2:63][C:62]([O:65][CH2:66][CH3:67])=[O:64])[CH2:14][CH2:13]3)[C:16]3[N:17]([N:40]=[CH:41][C:42]=3[F:43])[C:18]=2[CH2:37][CH2:38][CH3:39])=[CH:24][CH:25]=1)#[N:36]. The yield is 0.420. (5) The reactants are [CH3:1][NH:2][C:3]1[CH:8]=[CH:7][C:6]2[O:9][CH2:10][O:11][C:5]=2[CH:4]=1.[O:12]([C:14]#[N:15])[Na]. No catalyst specified. The product is [CH3:1][N:2]([C:3]1[CH:8]=[CH:7][C:6]2[O:9][CH2:10][O:11][C:5]=2[CH:4]=1)[C:14]([NH2:15])=[O:12]. The yield is 0.560. (6) The reactants are [CH:1]1([C:7]([C:9]2[CH:14]=[CH:13][C:12]([CH3:15])=[CH:11][CH:10]=2)=[O:8])[CH2:6][CH2:5][CH2:4][CH2:3][CH2:2]1.C1C(=O)N([Br:23])C(=O)C1. The catalyst is C(Cl)(Cl)(Cl)Cl.CC(N=NC(C#N)(C)C)(C#N)C. The product is [CH:1]1([C:7]([C:9]2[CH:14]=[CH:13][C:12]([CH2:15][Br:23])=[CH:11][CH:10]=2)=[O:8])[CH2:2][CH2:3][CH2:4][CH2:5][CH2:6]1. The yield is 0.810. (7) The reactants are C([O:4][CH2:5][CH:6]=[CH:7][CH2:8][O:9][C:10](=[O:12])[CH3:11])(=O)C.[C:13]1(C)C=CC=CC=1. No catalyst specified. The product is [CH:5]([C:6]([CH2:7][CH2:8][O:9][C:10](=[O:12])[CH3:11])=[CH2:13])=[O:4]. The yield is 0.999. (8) The reactants are Cl[C:2]1[N:3]=[C:4]2[C:9](=[CH:10][CH:11]=1)[N:8]=[CH:7][C:6]([C:12](=[O:15])[CH2:13][CH3:14])=[C:5]2[NH:16][C:17]1[CH:18]=[CH:19][C:20]([N:23]2[CH2:28][CH2:27][CH2:26][C@@H:25]([NH:29][C:30](=[O:36])[O:31][C:32]([CH3:35])([CH3:34])[CH3:33])[CH2:24]2)=[N:21][CH:22]=1.[Cl:37][C:38]1[CH:43]=[C:42](B2OC(C)(C)C(C)(C)O2)[CH:41]=[C:40]([F:53])[C:39]=1[OH:54]. No catalyst specified. The product is [Cl:37][C:38]1[CH:43]=[C:42]([C:2]2[N:3]=[C:4]3[C:9](=[CH:10][CH:11]=2)[N:8]=[CH:7][C:6]([C:12](=[O:15])[CH2:13][CH3:14])=[C:5]3[NH:16][C:17]2[CH:18]=[CH:19][C:20]([N:23]3[CH2:28][CH2:27][CH2:26][C@@H:25]([NH:29][C:30](=[O:36])[O:31][C:32]([CH3:34])([CH3:33])[CH3:35])[CH2:24]3)=[N:21][CH:22]=2)[CH:41]=[C:40]([F:53])[C:39]=1[OH:54]. The yield is 0.570. (9) The product is [C:2]1([CH2:1][N:8]2[CH2:13][CH2:12][N:11]([CH:24]3[CH2:25][CH2:26][N:21]([C:14]([O:16][C:17]([CH3:20])([CH3:19])[CH3:18])=[O:15])[CH2:22][CH2:23]3)[CH2:10][CH2:9]2)[CH:3]=[CH:4][CH:5]=[CH:6][CH:7]=1. No catalyst specified. The reactants are [CH2:1]([N:8]1[CH2:13][CH2:12][NH:11][CH2:10][CH2:9]1)[C:2]1[CH:7]=[CH:6][CH:5]=[CH:4][CH:3]=1.[C:14]([N:21]1[CH2:26][CH2:25][C:24](=O)[CH2:23][CH2:22]1)([O:16][C:17]([CH3:20])([CH3:19])[CH3:18])=[O:15]. The yield is 0.600. (10) The reactants are [N:1]1([CH:7]2[CH2:12][CH2:11][N:10]([C:13]3[N:18]=[C:17]4[N:19]([C:24]5[C:29]([F:30])=[CH:28][CH:27]=[CH:26][C:25]=5[F:31])[C:20](=[O:23])[NH:21][CH2:22][C:16]4=[C:15](Cl)[N:14]=3)[CH2:9][CH2:8]2)[CH2:6][CH2:5][CH2:4][CH2:3][CH2:2]1.O.C(=O)([O-])[O-].[K+].[K+].[F:40][C:41]1[CH:46]=[CH:45][C:44]([NH:47][C:48](=[O:65])[C:49]2[CH:54]=[CH:53][C:52]([CH3:55])=[C:51](B3OC(C)(C)C(C)(C)O3)[CH:50]=2)=[CH:43][CH:42]=1. The catalyst is O1CCOCC1.C1C=CC([P]([Pd]([P](C2C=CC=CC=2)(C2C=CC=CC=2)C2C=CC=CC=2)([P](C2C=CC=CC=2)(C2C=CC=CC=2)C2C=CC=CC=2)[P](C2C=CC=CC=2)(C2C=CC=CC=2)C2C=CC=CC=2)(C2C=CC=CC=2)C2C=CC=CC=2)=CC=1. The product is [N:1]1([CH:7]2[CH2:12][CH2:11][N:10]([C:13]3[N:14]=[C:15]([C:51]4[CH:50]=[C:49]([CH:54]=[CH:53][C:52]=4[CH3:55])[C:48]([NH:47][C:44]4[CH:45]=[CH:46][C:41]([F:40])=[CH:42][CH:43]=4)=[O:65])[C:16]4[CH2:22][NH:21][C:20](=[O:23])[N:19]([C:24]5[C:29]([F:30])=[CH:28][CH:27]=[CH:26][C:25]=5[F:31])[C:17]=4[N:18]=3)[CH2:9][CH2:8]2)[CH2:6][CH2:5][CH2:4][CH2:3][CH2:2]1. The yield is 0.510.